From a dataset of Full USPTO retrosynthesis dataset with 1.9M reactions from patents (1976-2016). Predict the reactants needed to synthesize the given product. (1) Given the product [CH3:1][N:2]1[CH2:15][CH2:14][C:5]2[N:6]([C:17]3[S:18][CH:19]=[CH:20][CH:21]=3)[C:7]3[CH:8]=[CH:9][C:10]([CH3:13])=[CH:11][C:12]=3[C:4]=2[CH2:3]1, predict the reactants needed to synthesize it. The reactants are: [CH3:1][N:2]1[CH2:15][CH2:14][C:5]2[NH:6][C:7]3[CH:8]=[CH:9][C:10]([CH3:13])=[CH:11][C:12]=3[C:4]=2[CH2:3]1.Br[C:17]1[S:18][CH:19]=[CH:20][CH:21]=1.[O-]P([O-])([O-])=O.[K+].[K+].[K+].N1CCC[C@H]1C(O)=O. (2) Given the product [Si:50]([O:33][C@H:12]1[CH2:11][C:10]([CH3:35])([CH3:34])[CH2:9][C:8]2[N:7]=[C:6]([CH:1]3[CH2:2][CH2:3][CH2:4][CH2:5]3)[C:15]([C:16]([C:18]3[CH:19]=[CH:20][C:21]([C:24]([F:25])([F:26])[F:27])=[CH:22][CH:23]=3)=[O:17])=[C:14]([CH:28]3[CH2:29][CH2:30][CH2:31][CH2:32]3)[C:13]1=2)([C:53]([CH3:56])([CH3:55])[CH3:54])([CH3:52])[CH3:51], predict the reactants needed to synthesize it. The reactants are: [CH:1]1([C:6]2[C:15]([C:16]([C:18]3[CH:23]=[CH:22][C:21]([C:24]([F:27])([F:26])[F:25])=[CH:20][CH:19]=3)=[O:17])=[C:14]([CH:28]3[CH2:32][CH2:31][CH2:30][CH2:29]3)[C:13]3[C@@H:12]([OH:33])[CH2:11][C:10]([CH3:35])([CH3:34])[CH2:9][C:8]=3[N:7]=2)[CH2:5][CH2:4][CH2:3][CH2:2]1.N1C(C)=CC=CC=1C.FC(F)(F)S(O[Si:50]([C:53]([CH3:56])([CH3:55])[CH3:54])([CH3:52])[CH3:51])(=O)=O.[Cl-].[NH4+]. (3) Given the product [F:7][C:8]1[CH:9]=[C:10]([CH2:11][OH:12])[CH:16]=[CH:17][N:18]=1, predict the reactants needed to synthesize it. The reactants are: [H-].[Al+3].[Li+].[H-].[H-].[H-].[F:7][C:8]1[CH:9]=[C:10]([CH:16]=[CH:17][N:18]=1)[C:11](OCC)=[O:12].O.[OH-].[Na+]. (4) Given the product [CH2:1]([O:4][C:7]1[N:12]=[C:11]([N:13]([CH2:16][C:17]2[S:21][C:20]([Cl:22])=[N:19][CH:18]=2)[CH2:14][CH3:15])[C:10]([N+:23]([O-:25])=[O:24])=[CH:9][CH:8]=1)[C:2]#[CH:3], predict the reactants needed to synthesize it. The reactants are: [CH2:1]([OH:4])[C:2]#[CH:3].[Na].Cl[C:7]1[N:12]=[C:11]([N:13]([CH2:16][C:17]2[S:21][C:20]([Cl:22])=[N:19][CH:18]=2)[CH2:14][CH3:15])[C:10]([N+:23]([O-:25])=[O:24])=[CH:9][CH:8]=1. (5) Given the product [CH3:42][N:39]1[CH2:40][CH2:41][N:36]([C:34]([C:29]2[CH:28]=[C:27]3[C:32]([C:33]4[C:21]([B:49]5[O:50][C:51]([CH3:53])([CH3:52])[C:47]([CH3:63])([CH3:46])[O:48]5)=[CH:22][CH:23]=[C:24]([C:43]([NH2:45])=[O:44])[C:25]=4[NH:26]3)=[CH:31][CH:30]=2)=[O:35])[CH2:37][CH2:38]1, predict the reactants needed to synthesize it. The reactants are: C1(P(C2CCCCC2)C2CCCCC2)CCCCC1.Br[C:21]1[C:33]2[C:32]3[C:27](=[CH:28][C:29]([C:34]([N:36]4[CH2:41][CH2:40][N:39]([CH3:42])[CH2:38][CH2:37]4)=[O:35])=[CH:30][CH:31]=3)[NH:26][C:25]=2[C:24]([C:43]([NH2:45])=[O:44])=[CH:23][CH:22]=1.[CH3:46][C:47]1([CH3:63])[C:51]([CH3:53])([CH3:52])[O:50][B:49]([B:49]2[O:50][C:51]([CH3:53])([CH3:52])[C:47]([CH3:63])([CH3:46])[O:48]2)[O:48]1.C([O-])(=O)C.[K+]. (6) Given the product [C:11]([O:15][C:16]([N:18]1[CH2:23][CH2:22][N:21]([C:24]2[CH:29]=[CH:28][C:27]([NH:30][C:8]([C:5]3[NH:6][CH:7]=[C:3]([C:1]#[N:2])[CH:4]=3)=[O:10])=[C:26]([N:31]3[CH2:36][CH2:35][CH:34]([CH3:37])[CH2:33][CH2:32]3)[CH:25]=2)[CH2:20][CH2:19]1)=[O:17])([CH3:14])([CH3:12])[CH3:13], predict the reactants needed to synthesize it. The reactants are: [C:1]([C:3]1[CH:4]=[C:5]([C:8]([OH:10])=O)[NH:6][CH:7]=1)#[N:2].[C:11]([O:15][C:16]([N:18]1[CH2:23][CH2:22][N:21]([C:24]2[CH:29]=[CH:28][C:27]([NH2:30])=[C:26]([N:31]3[CH2:36][CH2:35][CH:34]([CH3:37])[CH2:33][CH2:32]3)[CH:25]=2)[CH2:20][CH2:19]1)=[O:17])([CH3:14])([CH3:13])[CH3:12]. (7) Given the product [CH:16]1([O:15][CH:6]2[CH:5]([OH:4])[CH:10]([N:11]([CH3:13])[CH3:12])[CH2:9][CH:8]([CH3:14])[O:7]2)[CH2:30][CH2:29][CH2:28][CH2:27][CH2:26][CH2:25][CH2:24][CH2:23][CH2:22][CH2:21][CH2:20][CH2:19][CH2:18][CH2:17]1, predict the reactants needed to synthesize it. The reactants are: C([O:4][CH:5]1[CH:10]([N:11]([CH3:13])[CH3:12])[CH2:9][CH:8]([CH3:14])[O:7][CH:6]1[O:15][CH:16]1[CH2:30][CH2:29][CH2:28][CH2:27][CH2:26][CH2:25][CH2:24][CH2:23][CH2:22][CH2:21][CH2:20][CH2:19][CH2:18][CH2:17]1)(=O)C.C([O-])([O-])=O.[K+].[K+]. (8) Given the product [F:24][C:3]([F:2])([F:23])[C:4]1[CH:22]=[CH:21][CH:20]=[CH:19][C:5]=1[CH:6]([O:14][CH:15]1[CH2:18][N:17]([C:36]([NH:35][CH:29]2[CH2:34][CH2:33][CH2:32][CH2:31][CH2:30]2)=[O:37])[CH2:16]1)[C:7]1[CH:12]=[CH:11][C:10]([F:13])=[CH:9][CH:8]=1, predict the reactants needed to synthesize it. The reactants are: Cl.[F:2][C:3]([F:24])([F:23])[C:4]1[CH:22]=[CH:21][CH:20]=[CH:19][C:5]=1[CH:6]([O:14][CH:15]1[CH2:18][NH:17][CH2:16]1)[C:7]1[CH:12]=[CH:11][C:10]([F:13])=[CH:9][CH:8]=1.C(=O)([O-])[O-].[CH:29]1([N:35]=[C:36]=[O:37])[CH2:34][CH2:33][CH2:32][CH2:31][CH2:30]1. (9) Given the product [CH2:32]([NH:31][C:29]([C:23]1[C:20]2[CH:21]=[N:22][C:17]([NH:15][C:13]3[CH:12]=[CH:11][N:10]=[C:9]([N:6]4[CH2:5][CH2:4][CH:3]([O:2][CH3:1])[CH2:8][CH2:7]4)[N:14]=3)=[CH:18][C:19]=2[N:25]([CH:26]([CH3:27])[CH3:28])[CH:24]=1)=[O:30])[CH3:33], predict the reactants needed to synthesize it. The reactants are: [CH3:1][O:2][CH:3]1[CH2:8][CH2:7][N:6]([C:9]2[N:14]=[C:13]([NH2:15])[CH:12]=[CH:11][N:10]=2)[CH2:5][CH2:4]1.Cl[C:17]1[N:22]=[CH:21][C:20]2[C:23]([C:29]([NH:31][CH2:32][CH3:33])=[O:30])=[CH:24][N:25]([CH:26]([CH3:28])[CH3:27])[C:19]=2[CH:18]=1.CC(C)([O-])C.[Na+]. (10) Given the product [N:1]1[N:19]([C@H:20]2[C:31](=[O:32])[O:30][CH2:29][C@@H:28]([C:33]3[CH:38]=[CH:37][CH:36]=[CH:35][CH:34]=3)[NH:27][C:26](=[O:39])[CH2:25][CH2:24][CH:23]=[CH:22][CH2:21]2)[CH:6]=[C:5]2[C:4]=1[CH:11]=[CH:10][CH:9]=[CH:8]2, predict the reactants needed to synthesize it. The reactants are: [N+:1]([C:4]1[CH:11]=[CH:10][CH:9]=[CH:8][C:5]=1[CH:6]=O)([O-])=O.C(O)(C(F)(F)F)=O.[NH2:19][C@H:20]1[C:31](=[O:32])[O:30][CH2:29][C@@H:28]([C:33]2[CH:38]=[CH:37][CH:36]=[CH:35][CH:34]=2)[NH:27][C:26](=[O:39])[CH2:25][CH2:24][CH:23]=[CH:22][CH2:21]1.C(N(CC)CC)C.C(OP(OCC)OCC)C.